Predict the product of the given reaction. From a dataset of Forward reaction prediction with 1.9M reactions from USPTO patents (1976-2016). Given the reactants [F:1][C:2]([F:39])([F:38])[CH2:3][N:4]1[C:8]2[N:9]=[C:10]([C:19]3[CH:24]=[CH:23][C:22]([NH:25][C:26]([NH:28][C:29]4[CH:37]=[CH:36][C:32]([C:33](O)=[O:34])=[CH:31][CH:30]=4)=[O:27])=[CH:21][CH:20]=3)[N:11]=[C:12]([N:13]3[CH2:18][CH2:17][O:16][CH2:15][CH2:14]3)[C:7]=2[CH:6]=[CH:5]1.[CH3:40][C:41]1([CH3:47])[CH2:46][NH:45][CH2:44][CH2:43][NH:42]1, predict the reaction product. The product is: [CH3:40][C:41]1([CH3:47])[NH:42][CH2:43][CH2:44][N:45]([C:33]([C:32]2[CH:31]=[CH:30][C:29]([NH:28][C:26]([NH:25][C:22]3[CH:21]=[CH:20][C:19]([C:10]4[N:11]=[C:12]([N:13]5[CH2:18][CH2:17][O:16][CH2:15][CH2:14]5)[C:7]5[CH:6]=[CH:5][N:4]([CH2:3][C:2]([F:39])([F:38])[F:1])[C:8]=5[N:9]=4)=[CH:24][CH:23]=3)=[O:27])=[CH:37][CH:36]=2)=[O:34])[CH2:46]1.